From a dataset of Catalyst prediction with 721,799 reactions and 888 catalyst types from USPTO. Predict which catalyst facilitates the given reaction. (1) Reactant: [N:1]1[C:9]2[CH:8]=[CH:7][N:6]=[CH:5][C:4]=2[NH:3][C:2]=1[SH:10].[H-].[Na+].[N+]([C:16]1[O:20][C:19]([CH:21]=[O:22])=[CH:18][CH:17]=1)([O-])=O. Product: [N:1]1[C:9]2[CH:8]=[CH:7][N:6]=[CH:5][C:4]=2[NH:3][C:2]=1[S:10][C:16]1[O:20][C:19]([CH:21]=[O:22])=[CH:18][CH:17]=1. The catalyst class is: 7. (2) Product: [C:12]([CH:13]1[CH2:14][CH:17]1[C:18]([O:20][CH2:21][CH3:22])=[O:19])#[N:15]. The catalyst class is: 786. Reactant: C(=O)([O-])[O-].[K+].[K+].CN(C=O)C.[C:12](#[N:15])[CH:13]=[CH2:14].Cl[CH2:17][C:18]([O:20][CH2:21][CH3:22])=[O:19]. (3) Reactant: [H-].[Al+3].[Li+].[H-].[H-].[H-].[C:7]1([CH:13]2[NH:16][C:15](=O)[CH2:14]2)[CH:12]=[CH:11][CH:10]=[CH:9][CH:8]=1.[Cl-].[NH4+]. Product: [C:7]1([CH:13]2[CH2:14][CH2:15][NH:16]2)[CH:12]=[CH:11][CH:10]=[CH:9][CH:8]=1. The catalyst class is: 28. (4) Reactant: [NH2:1][C:2]1[CH:30]=[CH:29][C:5]([CH2:6][C@H:7]([N:10]([CH2:18][C@@H:19]([OH:28])[CH2:20][O:21][C:22]2[CH:27]=[CH:26][CH:25]=[CH:24][CH:23]=2)[C:11](=[O:17])[O:12][C:13]([CH3:16])([CH3:15])[CH3:14])[CH2:8][OH:9])=[CH:4][CH:3]=1.[CH3:31]/[C:32](/O[Si](C)(C)C)=N\[Si](C)(C)C.[N-]=[C:44]=[O:45].N[C:47](N)=O.[CH:50]([N:53]([CH2:57][CH3:58])[CH:54]([CH3:56])[CH3:55])(C)C.FC(F)(F)C(O)=O. Product: [OH:9][CH2:8][C@@H:7]([N:10]([CH2:18][C@H:19]([OH:28])[CH2:20][O:21][C:22]1[CH:23]=[CH:24][CH:25]=[CH:26][CH:27]=1)[C:11](=[O:17])[O:12][C:13]([CH3:16])([CH3:15])[CH3:14])[CH2:6][C:5]1[CH:4]=[CH:3][C:2]([NH:1][C:44]([C:58]2[C:56]3[C:54](=[CH:55][CH:47]=[CH:32][CH:31]=3)[N:53]([CH3:50])[CH:57]=2)=[O:45])=[CH:30][CH:29]=1. The catalyst class is: 264.